From a dataset of Reaction yield outcomes from USPTO patents with 853,638 reactions. Predict the reaction yield, written as a fraction of the theoretical maximum amount of product (1.0 means a 100% yield; for example, 0.34 means a 34% yield). (1) The reactants are [CH3:1][O:2][C:3]1[CH:26]=[CH:25][C:6]([CH2:7][N:8]2[CH:17]=[C:16]3[C:10]([CH:11]([CH3:24])[O:12][C:13]([CH3:23])([CH3:22])[C:14]4[S:20][C:19]([NH2:21])=[N:18][C:15]=43)=[N:9]2)=[CH:5][CH:4]=1.Cl[C:28]1[N:33]=[C:32]([CH3:34])[CH:31]=[CH:30][N:29]=1.CC1(C)C2C(=C(P(C3C=CC=CC=3)C3C=CC=CC=3)C=CC=2)OC2C(P(C3C=CC=CC=3)C3C=CC=CC=3)=CC=CC1=2.C([O-])([O-])=O.[Cs+].[Cs+]. The catalyst is O1CCOCC1.C1C=CC(/C=C/C(/C=C/C2C=CC=CC=2)=O)=CC=1.C1C=CC(/C=C/C(/C=C/C2C=CC=CC=2)=O)=CC=1.C1C=CC(/C=C/C(/C=C/C2C=CC=CC=2)=O)=CC=1.[Pd].[Pd]. The product is [CH3:1][O:2][C:3]1[CH:4]=[CH:5][C:6]([CH2:7][N:8]2[CH:17]=[C:16]3[C:10]([CH:11]([CH3:24])[O:12][C:13]([CH3:22])([CH3:23])[C:14]4[S:20][C:19]([NH:21][C:28]5[N:33]=[C:32]([CH3:34])[CH:31]=[CH:30][N:29]=5)=[N:18][C:15]=43)=[N:9]2)=[CH:25][CH:26]=1. The yield is 0.430. (2) The reactants are Br[C:2]1[N:3]([C:26]2[CH:27]=[N:28][CH:29]=[CH:30][CH:31]=2)[C:4]2[C:9]([C:10]=1[S:11][C:12]1[C:13]([F:23])=[C:14]([CH:20]=[CH:21][CH:22]=1)[C:15]([O:17][CH2:18][CH3:19])=[O:16])=[CH:8][CH:7]=[C:6]([Cl:24])[C:5]=2[F:25].BrC1C=N[CH:36]=[CH:37][CH:38]=1.N[C@@H]1CCCC[C@H]1N.[O-]P([O-])([O-])=O.[K+].[K+].[K+]. The catalyst is C1(C)C=CC=CC=1.[Cu]I. The product is [Cl:24][C:6]1[C:5]([F:25])=[C:4]2[C:9]([C:10]([S:11][C:12]3[C:13]([F:23])=[C:14]([CH:20]=[CH:21][CH:22]=3)[C:15]([O:17][CH2:18][CH3:19])=[O:16])=[C:2]([CH:37]3[CH2:38][CH2:36]3)[N:3]2[C:26]2[CH:27]=[N:28][CH:29]=[CH:30][CH:31]=2)=[CH:8][CH:7]=1. The yield is 0.0840. (3) The reactants are [N:1]1(C(OC(C)(C)C)=O)[CH2:6][CH2:5][CH:4]([C:7]([O:9][CH2:10][C:11]2[CH:16]=[CH:15][CH:14]=[CH:13][CH:12]=2)=[O:8])[CH2:3][CH2:2]1.[ClH:24].C(OCC)(=O)C. The catalyst is C(OCC)(=O)C. The product is [ClH:24].[NH:1]1[CH2:2][CH2:3][CH:4]([C:7]([O:9][CH2:10][C:11]2[CH:12]=[CH:13][CH:14]=[CH:15][CH:16]=2)=[O:8])[CH2:5][CH2:6]1. The yield is 0.970. (4) The reactants are [CH:1]([C:3]1[NH:7][C:6]([CH3:8])=[C:5]([C:9]([OH:11])=O)[C:4]=1[CH3:12])=[O:2].[CH2:13]([N:15]([CH2:19][CH3:20])[CH2:16][CH2:17][NH2:18])[CH3:14]. No catalyst specified. The product is [CH2:13]([N:15]([CH2:19][CH3:20])[CH2:16][CH2:17][NH:18][C:9]([C:5]1[C:4]([CH3:12])=[C:3]([CH:1]=[O:2])[NH:7][C:6]=1[CH3:8])=[O:11])[CH3:14]. The yield is 0.780. (5) The reactants are [CH3:1][NH:2][C:3]([C:5]1[N:30]([CH:31]2[CH2:35][CH2:34][CH2:33][CH2:32]2)[C:8]2[N:9]=[C:10]([NH:13][C:14]3[CH:19]=[CH:18][C:17]([N:20]4[C:27](=[O:28])[CH2:26][C@H:25]5[NH:29][C@H:22]([CH2:23][CH2:24]5)[CH2:21]4)=[CH:16][N:15]=3)[N:11]=[CH:12][C:7]=2[CH:6]=1)=[O:4].[CH2:36]=O. No catalyst specified. The product is [CH3:1][NH:2][C:3]([C:5]1[N:30]([CH:31]2[CH2:35][CH2:34][CH2:33][CH2:32]2)[C:8]2[N:9]=[C:10]([NH:13][C:14]3[CH:19]=[CH:18][C:17]([N:20]4[C:27](=[O:28])[CH2:26][C@H:25]5[N:29]([CH3:36])[C@H:22]([CH2:23][CH2:24]5)[CH2:21]4)=[CH:16][N:15]=3)[N:11]=[CH:12][C:7]=2[CH:6]=1)=[O:4]. The yield is 0.980. (6) The reactants are [CH3:1][C:2]1[CH:11]=[CH:10][C:9]2[C:4](=[CH:5][CH:6]=[CH:7][C:8]=2[N:12]2[CH2:17][CH2:16][N:15]([CH2:18][CH2:19][C:20]3[CH:21]=[C:22]([CH:24]=[CH:25][CH:26]=3)[NH2:23])[CH2:14][CH2:13]2)[N:3]=1.[Cl:27][C:28]1[CH:33]=[CH:32][CH:31]=[C:30]([N:34]=[C:35]=[O:36])[CH:29]=1. No catalyst specified. The product is [ClH:27].[ClH:27].[Cl:27][C:28]1[CH:29]=[C:30]([NH:34][C:35]([NH:23][C:22]2[CH:24]=[CH:25][CH:26]=[C:20]([CH2:19][CH2:18][N:15]3[CH2:14][CH2:13][N:12]([C:8]4[CH:7]=[CH:6][CH:5]=[C:4]5[C:9]=4[CH:10]=[CH:11][C:2]([CH3:1])=[N:3]5)[CH2:17][CH2:16]3)[CH:21]=2)=[O:36])[CH:31]=[CH:32][CH:33]=1. The yield is 0.520. (7) The reactants are [CH3:1][O:2][C:3]1[N:8]=[C:7]([O:9][CH3:10])[C:6]([N:11](C(OC(C)(C)C)=O)[NH:12]C(OC(C)(C)C)=O)=[CH:5][N:4]=1.Cl.O1CCOCC1. The catalyst is CO. The product is [NH:11]([C:6]1[C:7]([O:9][CH3:10])=[N:8][C:3]([O:2][CH3:1])=[N:4][CH:5]=1)[NH2:12]. The yield is 0.700.